From a dataset of Full USPTO retrosynthesis dataset with 1.9M reactions from patents (1976-2016). Predict the reactants needed to synthesize the given product. (1) The reactants are: [C:1]([C:4]1[CH:5]=[C:6]2[C:11](=[CH:12][CH:13]=1)[S:10][CH2:9][CH2:8][C:7]2([CH3:15])[CH3:14])(=O)[CH3:2].CN(C)[CH:18]=[O:19].P(Cl)(Cl)([Cl:23])=O.C([O-])(=O)C.[Na+]. Given the product [CH3:14][C:7]1([CH3:15])[C:6]2[C:11](=[CH:12][CH:13]=[C:4]([C:1]([Cl:23])=[CH:2][CH:18]=[O:19])[CH:5]=2)[S:10][CH2:9][CH2:8]1, predict the reactants needed to synthesize it. (2) Given the product [C:30]([CH2:29][CH2:28][CH2:27][O:23][C:21]1[C:20]([O:24][CH3:25])=[CH:19][C:6]2[C:7]3[N:12]([CH:3]([CH2:1][CH3:2])[CH2:4][C:5]=2[CH:22]=1)[CH:11]=[C:10]([C:13]([O:15][CH2:16][CH3:17])=[O:14])[C:9](=[O:18])[CH:8]=3)#[N:31], predict the reactants needed to synthesize it. The reactants are: [CH2:1]([CH:3]1[N:12]2[C:7](=[CH:8][C:9](=[O:18])[C:10]([C:13]([O:15][CH2:16][CH3:17])=[O:14])=[CH:11]2)[C:6]2[CH:19]=[C:20]([O:24][CH3:25])[C:21]([OH:23])=[CH:22][C:5]=2[CH2:4]1)[CH3:2].Br[CH2:27][CH2:28][CH2:29][C:30]#[N:31].C([O-])([O-])=O.[K+].[K+]. (3) The reactants are: Cl[C:2]1[CH:3]=[C:4]([NH:21][C:22]2[CH:26]=[CH:25][O:24][N:23]=2)[C:5]2[N:6]([C:8]([C:11]([NH:13][C:14]3[CH:19]=[CH:18][N:17]=[CH:16][C:15]=3[F:20])=[O:12])=[CH:9][N:10]=2)[N:7]=1.[NH2:27][C@H:28]1[CH2:33][CH2:32][C@H:31]([OH:34])[CH2:30][CH2:29]1. Given the product [F:20][C:15]1[CH:16]=[N:17][CH:18]=[CH:19][C:14]=1[NH:13][C:11]([C:8]1[N:6]2[N:7]=[C:2]([NH:27][C@H:28]3[CH2:33][CH2:32][C@H:31]([OH:34])[CH2:30][CH2:29]3)[CH:3]=[C:4]([NH:21][C:22]3[CH:26]=[CH:25][O:24][N:23]=3)[C:5]2=[N:10][CH:9]=1)=[O:12], predict the reactants needed to synthesize it. (4) Given the product [Cl:1][C:2]1[CH:3]=[CH:4][C:5]([CH2:6][N:7]2[CH:12]=[C:11]([C:13]3[CH:18]=[CH:17][C:16]([C:19]([OH:21])([CH3:25])[CH3:20])=[CH:15][CH:14]=3)[CH:10]=[CH:9][C:8]2=[O:22])=[CH:23][CH:24]=1, predict the reactants needed to synthesize it. The reactants are: [Cl:1][C:2]1[CH:24]=[CH:23][C:5]([CH2:6][N:7]2[CH:12]=[C:11]([C:13]3[CH:18]=[CH:17][C:16]([C:19](=[O:21])[CH3:20])=[CH:15][CH:14]=3)[CH:10]=[CH:9][C:8]2=[O:22])=[CH:4][CH:3]=1.[CH3:25][Mg]Br. (5) Given the product [CH2:1]([O:8][C:9]1[CH:14]=[N:38][N:12]([CH2:15][C:16]([C:18]2[CH:23]=[CH:22][C:21]([CH2:24][Br:25])=[CH:20][CH:19]=2)=[O:17])[C:11](=[O:26])[CH:10]=1)[C:2]1[CH:7]=[CH:6][CH:5]=[CH:4][CH:3]=1, predict the reactants needed to synthesize it. The reactants are: [CH2:1]([O:8][C:9]1[CH:14]=C[N:12]([CH2:15][C:16]([C:18]2[CH:23]=[CH:22][C:21]([CH2:24][Br:25])=[CH:20][CH:19]=2)=[O:17])[C:11](=[O:26])[CH:10]=1)[C:2]1[CH:7]=[CH:6][CH:5]=[CH:4][CH:3]=1.C(OC1C=N[N:38](CC(C2C=CC(CO)=CC=2)=O)C(=O)C=1)C1C=CC=CC=1.P(Br)(Br)Br.